Dataset: Full USPTO retrosynthesis dataset with 1.9M reactions from patents (1976-2016). Task: Predict the reactants needed to synthesize the given product. (1) Given the product [NH2:29][C@@H:8]([CH2:1][C:2]1[CH:7]=[CH:6][CH:5]=[CH:4][CH:3]=1)[C@H:9]([OH:28])[CH2:10][N:16]([O:26][CH:23]([CH2:22][CH3:21])[CH3:24])[S:17]([C:20]1[CH:25]=[CH:24][C:23]([O:26][CH3:27])=[CH:22][CH:21]=1)(=[O:18])=[O:19], predict the reactants needed to synthesize it. The reactants are: [CH2:1]([C@H:8]([NH:29]C(=O)OC(C)(C)C)[C@@H:9]([OH:28])[CH:10]([NH:16][S:17]([C:20]1[CH:25]=[CH:24][C:23]([O:26][CH3:27])=[CH:22][CH:21]=1)(=[O:19])=[O:18])OC(CC)C)[C:2]1[CH:7]=[CH:6][CH:5]=[CH:4][CH:3]=1. (2) Given the product [Cl:30][C:21]1[CH:22]=[C:23]([O:25][C:26]([F:28])([F:29])[F:27])[CH:24]=[C:6]([Cl:5])[C:7]=1[O:8][C:9]1[N:13]([CH3:14])[C:12]2[C:15]([C:19](=[O:31])[CH2:1][CH3:2])=[CH:16][CH:17]=[CH:18][C:11]=2[N:10]=1, predict the reactants needed to synthesize it. The reactants are: [CH2:1]([Mg]Br)[CH3:2].[Cl:5][C:6]1[CH:24]=[C:23]([O:25][C:26]([F:29])([F:28])[F:27])[CH:22]=[C:21]([Cl:30])[C:7]=1[O:8][C:9]1[N:13]([CH3:14])[C:12]2[C:15]([C:19]#N)=[CH:16][CH:17]=[CH:18][C:11]=2[N:10]=1.[O:31]1CCCC1. (3) Given the product [N:37]1([CH2:2][CH2:3][CH2:4][O:5][C:6]2[CH:7]=[C:8]3[C:13](=[CH:14][C:15]=2[O:16][CH3:17])[C:12]([C:18](=[O:28])[C:19]2[CH:24]=[CH:23][CH:22]=[C:21]([O:25][CH2:26][CH3:27])[CH:20]=2)=[N:11][CH:10]=[C:9]3[CH:29]=[O:30])[CH2:41][CH2:40][CH2:39][CH2:38]1, predict the reactants needed to synthesize it. The reactants are: Br[CH2:2][CH2:3][CH2:4][O:5][C:6]1[CH:7]=[C:8]2[C:13](=[CH:14][C:15]=1[O:16][CH3:17])[C:12]([C:18](=[O:28])[C:19]1[CH:24]=[CH:23][CH:22]=[C:21]([O:25][CH2:26][CH3:27])[CH:20]=1)=[N:11][CH:10]=[C:9]2[CH:29]=[O:30].C(=O)([O-])[O-].[K+].[K+].[NH:37]1[CH2:41][CH2:40][CH2:39][CH2:38]1. (4) Given the product [ClH:1].[Cl:34][C:31]1[CH:30]=[CH:29][C:28]([CH:8]([C:5]2[CH:4]=[CH:3][C:2]([Cl:1])=[CH:7][CH:6]=2)[N:9]2[CH2:13][CH2:12][C@@H:11]([NH:14][C:15](=[O:27])[C:16]3[CH:17]=[CH:18][C:19]([O:22][C:23]([F:24])([F:25])[F:26])=[CH:20][CH:21]=3)[CH2:10]2)=[CH:33][CH:32]=1, predict the reactants needed to synthesize it. The reactants are: [Cl:1][C:2]1[CH:7]=[CH:6][C:5]([CH:8]([C:28]2[CH:33]=[CH:32][C:31]([Cl:34])=[CH:30][CH:29]=2)[N:9]2[CH2:13][CH2:12][C@@H:11]([NH:14][C:15](=[O:27])[C:16]3[CH:21]=[CH:20][C:19]([O:22][C:23]([F:26])([F:25])[F:24])=[CH:18][CH:17]=3)[CH2:10]2)=[CH:4][CH:3]=1.Cl. (5) Given the product [F:14][C:13]([F:16])([F:15])[C:6]1[CH:7]=[C:8]2[C:9](=[O:11])[N:48]([CH2:50][C:41]3[CH:40]=[CH:39][CH:38]=[C:37]([S:34]([C:30]4[CH:31]=[CH:32][CH:33]=[C:28]([C:27]([F:45])([F:46])[F:26])[CH:29]=4)(=[O:35])=[O:36])[CH:42]=3)[CH2:2][CH2:3][N:4]2[N:5]=1, predict the reactants needed to synthesize it. The reactants are: Br[CH2:2][CH2:3][N:4]1[C:8]([C:9]([O:11]C)=O)=[CH:7][C:6]([C:13]([F:16])([F:15])[F:14])=[N:5]1.CCN(C(C)C)C(C)C.[F:26][C:27]([F:46])([F:45])[C:28]1[CH:29]=[C:30]([S:34]([C:37]2[CH:42]=[CH:41][CH:40]=[CH:39][C:38]=2CN)(=[O:36])=[O:35])[CH:31]=[CH:32][CH:33]=1.C[N:48]([CH:50]=O)C.